This data is from Full USPTO retrosynthesis dataset with 1.9M reactions from patents (1976-2016). The task is: Predict the reactants needed to synthesize the given product. (1) Given the product [CH2:23]([C:4]1[CH:3]=[C:2]([N:25]2[CH:29]=[CH:28][CH:27]=[N:26]2)[CH:7]=[CH:6][C:5]=1[S:8]([NH:11][C@H:12]1[CH2:17][CH2:16][CH2:15][C@@H:14]([N:18]2[CH:22]=[N:21][N:20]=[CH:19]2)[CH2:13]1)(=[O:10])=[O:9])[CH3:24], predict the reactants needed to synthesize it. The reactants are: Br[C:2]1[CH:7]=[CH:6][C:5]([S:8]([NH:11][C@H:12]2[CH2:17][CH2:16][CH2:15][C@@H:14]([N:18]3[CH:22]=[N:21][N:20]=[CH:19]3)[CH2:13]2)(=[O:10])=[O:9])=[C:4]([CH2:23][CH3:24])[CH:3]=1.[NH:25]1[CH:29]=[CH:28][CH:27]=[N:26]1.C(=NO)C1C(=CC=CC=1)O.C(=O)([O-])[O-].[Cs+].[Cs+]. (2) Given the product [CH2:15]([C:8]1[C:9]([OH:11])=[CH:10][C:5]([OH:4])=[C:6]([C:19]2[N:20]([C:25]3[CH:26]=[CH:27][C:28]([CH2:31][N:32]4[CH2:37][CH2:36][O:35][CH2:34][CH2:33]4)=[CH:29][CH:30]=3)[C:21](=[O:24])[NH:22][N:23]=2)[CH:7]=1)[C:16]#[C:17][CH3:18], predict the reactants needed to synthesize it. The reactants are: C([O:4][C:5]1[CH:10]=[C:9]([O:11]CC=C)[C:8]([CH2:15][C:16]#[C:17][CH3:18])=[CH:7][C:6]=1[C:19]1[N:20]([C:25]2[CH:30]=[CH:29][C:28]([CH2:31][N:32]3[CH2:37][CH2:36][O:35][CH2:34][CH2:33]3)=[CH:27][CH:26]=2)[C:21](=[O:24])[NH:22][N:23]=1)C=C.C(=O)([O-])[O-].[K+].[K+].O.Cl. (3) Given the product [C:4]([CH2:5][N:6]([CH2:13][C:14]1[CH:15]=[CH:16][C:17]([O:18][C:19]([CH3:28])([CH3:27])[C:20]([O:22][C:23]([CH3:24])([CH3:25])[CH3:26])=[O:21])=[CH:29][CH:30]=1)[CH2:7][C:8]1[O:9][CH:10]=[CH:11][CH:12]=1)([OH:31])=[O:3], predict the reactants needed to synthesize it. The reactants are: C([O:3][C:4](=[O:31])[CH2:5][N:6]([CH2:13][C:14]1[CH:30]=[CH:29][C:17]([O:18][C:19]([CH3:28])([CH3:27])[C:20]([O:22][C:23]([CH3:26])([CH3:25])[CH3:24])=[O:21])=[CH:16][CH:15]=1)[CH2:7][C:8]1[O:9][CH:10]=[CH:11][CH:12]=1)C.[OH-].[Na+]. (4) Given the product [Cl:1][C:2]1[S:6][C:5]([C:7]([NH:9][CH2:10][C:11]2[N:12]=[N:13][N:14]([C:16]3[CH:17]=[CH:18][C:19]([N:22]4[CH:27]=[CH:26][CH:25]=[C:24]([O:28][CH2:29][CH2:30][S:31]([CH3:32])=[O:36])[C:23]4=[O:33])=[CH:20][CH:21]=3)[CH:15]=2)=[O:8])=[CH:4][CH:3]=1, predict the reactants needed to synthesize it. The reactants are: [Cl:1][C:2]1[S:6][C:5]([C:7]([NH:9][CH2:10][C:11]2[N:12]=[N:13][N:14]([C:16]3[CH:21]=[CH:20][C:19]([N:22]4[CH:27]=[CH:26][CH:25]=[C:24]([O:28][CH2:29][CH2:30][S:31][CH3:32])[C:23]4=[O:33])=[CH:18][CH:17]=3)[CH:15]=2)=[O:8])=[CH:4][CH:3]=1.CO.[OH:36]OS([O-])=O.[K+]. (5) The reactants are: [I:1]N1C(=O)CCC1=O.[CH2:9]([CH:11]([N:14]1[C:22]2[N:21]3[N:23]=[C:24]([CH3:26])[CH:25]=[C:20]3[N:19]=[C:18]([CH3:27])[C:17]=2[CH2:16][CH2:15]1)[CH2:12][CH3:13])[CH3:10].O. Given the product [CH2:9]([CH:11]([N:14]1[C:22]2[N:21]3[N:23]=[C:24]([CH3:26])[C:25]([I:1])=[C:20]3[N:19]=[C:18]([CH3:27])[C:17]=2[CH2:16][CH2:15]1)[CH2:12][CH3:13])[CH3:10], predict the reactants needed to synthesize it. (6) Given the product [C:10]([O:14][C:15](=[O:26])[CH2:16][N:17]([C:27]([O:1][NH:2][C:3]([O:4][C:5]([CH3:8])([CH3:7])[CH3:6])=[O:9])=[O:28])[CH2:18][C:19]([O:21][C:22]([CH3:25])([CH3:24])[CH3:23])=[O:20])([CH3:13])([CH3:12])[CH3:11], predict the reactants needed to synthesize it. The reactants are: [OH:1][NH:2][C:3](=[O:9])[O:4][C:5]([CH3:8])([CH3:7])[CH3:6].[C:10]([O:14][C:15](=[O:26])[CH2:16][NH:17][CH2:18][C:19]([O:21][C:22]([CH3:25])([CH3:24])[CH3:23])=[O:20])([CH3:13])([CH3:12])[CH3:11].[C:27](N1C=CN=C1)(N1C=CN=C1)=[O:28]. (7) Given the product [N:34]1([C:2]2[CH:3]=[C:4]([CH:25]=[CH:26][N:27]=2)[C:5]([NH:7][C:8]2[S:9][C:10]3[C:16]([N:17]4[CH2:22][CH2:21][O:20][CH2:19][CH2:18]4)=[CH:15][CH:14]=[C:13]([O:23][CH3:24])[C:11]=3[N:12]=2)=[O:6])[CH2:37][CH2:36][CH2:35]1, predict the reactants needed to synthesize it. The reactants are: Br[C:2]1[CH:3]=[C:4]([CH:25]=[CH:26][N:27]=1)[C:5]([NH:7][C:8]1[S:9][C:10]2[C:16]([N:17]3[CH2:22][CH2:21][O:20][CH2:19][CH2:18]3)=[CH:15][CH:14]=[C:13]([O:23][CH3:24])[C:11]=2[N:12]=1)=[O:6].C(=O)([O-])[O-].[Cs+].[Cs+].[NH:34]1[CH2:37][CH2:36][CH2:35]1.